Dataset: Forward reaction prediction with 1.9M reactions from USPTO patents (1976-2016). Task: Predict the product of the given reaction. (1) Given the reactants Br[CH:2]1[CH2:8][NH:7][C:6]2[CH:9]=[CH:10][CH:11]=[CH:12][C:5]=2[N:4]2[C:13]([CH3:16])=[N:14][N:15]=[C:3]12.CC1(C)C(C)(C)OB([C:25]2[CH:26]=[CH:27][C:28]([NH2:31])=[N:29][CH:30]=2)O1.[C:33]([O-])([O-])=O.[Cs+].[Cs+], predict the reaction product. The product is: [CH3:16][C:13]1[N:4]2[C:5]3[CH:12]=[CH:11][C:10]([C:25]4[CH:26]=[CH:27][C:28]([NH2:31])=[N:29][CH:30]=4)=[CH:9][C:6]=3[N:7]([CH3:33])[CH2:8][CH2:2][C:3]2=[N:15][N:14]=1. (2) Given the reactants CN([CH:4]=[C:5]1[C:10](=O)[CH2:9][CH2:8][N:7]([C:12]2[CH:17]=[C:16]([N+:18]([O-:20])=[O:19])[CH:15]=[CH:14][C:13]=2[CH3:21])[CH2:6]1)C.[CH3:22][NH:23][C:24]([NH2:26])=[NH:25].C([O-])(=O)C.[Na+], predict the reaction product. The product is: [CH3:22][NH:23][C:24]1[N:26]=[CH:4][C:5]2[CH2:6][N:7]([C:12]3[CH:17]=[C:16]([N+:18]([O-:20])=[O:19])[CH:15]=[CH:14][C:13]=3[CH3:21])[CH2:8][CH2:9][C:10]=2[N:25]=1. (3) Given the reactants [NH2:1][C:2](=[O:23])[C@@:3]([NH:15]C(=O)OC(C)(C)C)([C:5]1[CH:10]=[CH:9][CH:8]=[C:7]([C:11]([F:14])([F:13])[F:12])[CH:6]=1)[CH3:4].[ClH:24], predict the reaction product. The product is: [ClH:24].[NH2:15][C@:3]([C:5]1[CH:10]=[CH:9][CH:8]=[C:7]([C:11]([F:12])([F:13])[F:14])[CH:6]=1)([CH3:4])[C:2]([NH2:1])=[O:23]. (4) Given the reactants [CH2:1]([C:5]1[N:6]=[C:7]([NH2:25])[C:8]2[NH:13][N:12]=[C:11]([CH2:14][CH2:15][CH2:16][CH2:17][CH2:18][CH2:19][N:20]3[CH2:24][CH2:23][CH2:22][CH2:21]3)[C:9]=2[N:10]=1)[CH2:2][CH2:3][CH3:4].[CH3:26][S:27]([OH:30])(=[O:29])=[O:28], predict the reaction product. The product is: [CH3:26][S:27]([OH:30])(=[O:29])=[O:28].[CH2:1]([C:5]1[N:6]=[C:7]([NH2:25])[C:8]2[NH:13][N:12]=[C:11]([CH2:14][CH2:15][CH2:16][CH2:17][CH2:18][CH2:19][N:20]3[CH2:24][CH2:23][CH2:22][CH2:21]3)[C:9]=2[N:10]=1)[CH2:2][CH2:3][CH3:4]. (5) Given the reactants [CH2:1]([N:8]1[C:16]2[C:11](=[N:12][C:13](Cl)=[CH:14][CH:15]=2)[CH:10]=[C:9]1[C:18]([O:20][CH2:21][C:22]1[CH:27]=[CH:26][CH:25]=[CH:24][CH:23]=1)=[O:19])[C:2]1[CH:7]=[CH:6][CH:5]=[CH:4][CH:3]=1.[NH:28]([C:37]([O:39][C:40]([CH3:43])([CH3:42])[CH3:41])=[O:38])[NH:29][C:30]([O:32][C:33]([CH3:36])([CH3:35])[CH3:34])=[O:31].C([O-])([O-])=O.[Cs+].[Cs+], predict the reaction product. The product is: [CH2:1]([N:8]1[C:16]2[C:11](=[N:12][C:13]([N:28]([C:37]([O:39][C:40]([CH3:43])([CH3:42])[CH3:41])=[O:38])[NH:29][C:30]([O:32][C:33]([CH3:34])([CH3:35])[CH3:36])=[O:31])=[CH:14][CH:15]=2)[CH:10]=[C:9]1[C:18]([O:20][CH2:21][C:22]1[CH:27]=[CH:26][CH:25]=[CH:24][CH:23]=1)=[O:19])[C:2]1[CH:7]=[CH:6][CH:5]=[CH:4][CH:3]=1. (6) Given the reactants [BH4-].[Na+].[Cl:3][C:4]1[CH:34]=[CH:33][C:7]([C:8]([C:10]2[CH:11]=[C:12]3[C:17](=[CH:18][CH:19]=2)[N:16]([CH3:20])[C:15](=[O:21])[CH:14]=[C:13]3[C:22]2[S:23][CH:24]=[C:25]([C:27]3[CH:32]=[CH:31][CH:30]=[CH:29][CH:28]=3)[N:26]=2)=[O:9])=[CH:6][CH:5]=1, predict the reaction product. The product is: [Cl:3][C:4]1[CH:34]=[CH:33][C:7]([CH:8]([OH:9])[C:10]2[CH:11]=[C:12]3[C:17](=[CH:18][CH:19]=2)[N:16]([CH3:20])[C:15](=[O:21])[CH:14]=[C:13]3[C:22]2[S:23][CH:24]=[C:25]([C:27]3[CH:28]=[CH:29][CH:30]=[CH:31][CH:32]=3)[N:26]=2)=[CH:6][CH:5]=1.